From a dataset of Full USPTO retrosynthesis dataset with 1.9M reactions from patents (1976-2016). Predict the reactants needed to synthesize the given product. (1) Given the product [P:1]([OH:3])([OH:11])([O:19][CH2:20][C:21]([F:47])([F:48])[CH2:22][N:23]1[C:27]([C:28]2[CH:33]=[CH:32][C:31]([F:34])=[CH:30][CH:29]=2)=[C:26]([C:35]2[CH:36]=[CH:37][C:38]3[O:43][CH2:42][C:41](=[O:44])[NH:40][C:39]=3[CH:45]=2)[C:25]([CH3:46])=[N:24]1)=[O:2], predict the reactants needed to synthesize it. The reactants are: [P:1]([O:19][CH2:20][C:21]([F:48])([F:47])[CH2:22][N:23]1[C:27]([C:28]2[CH:33]=[CH:32][C:31]([F:34])=[CH:30][CH:29]=2)=[C:26]([C:35]2[CH:36]=[CH:37][C:38]3[O:43][CH2:42][C:41](=[O:44])[NH:40][C:39]=3[CH:45]=2)[C:25]([CH3:46])=[N:24]1)([O:11]CC1C=CC=CC=1)([O:3]CC1C=CC=CC=1)=[O:2].CO. (2) Given the product [O:14]1[CH2:18][CH2:17][CH:16]([CH2:19][NH:20][C:10]([C:8]2[CH:7]=[N:6][N:5]([CH2:1][CH2:2][CH2:3][CH3:4])[CH:9]=2)=[O:12])[CH2:15]1, predict the reactants needed to synthesize it. The reactants are: [CH2:1]([N:5]1[CH:9]=[C:8]([C:10]([OH:12])=O)[CH:7]=[N:6]1)[CH2:2][CH2:3][CH3:4].Cl.[O:14]1[CH2:18][CH2:17][CH:16]([CH2:19][NH2:20])[CH2:15]1.C(N(CC)CC)C.ON1C2C=CC=CC=2N=N1.Cl.C(N=C=NCCCN(C)C)C. (3) Given the product [Cl:1][C:2]1[N:3]=[CH:4][C:5]([C:8]([NH:16][C@H:14]([CH:11]2[CH2:13][CH2:12]2)[CH3:15])=[O:10])=[N:6][CH:7]=1, predict the reactants needed to synthesize it. The reactants are: [Cl:1][C:2]1[N:3]=[CH:4][C:5]([C:8]([OH:10])=O)=[N:6][CH:7]=1.[CH:11]1([C@@H:14]([NH2:16])[CH3:15])[CH2:13][CH2:12]1.C(N(CC)C(C)C)(C)C. (4) Given the product [Cl:30][C:27]1[CH:28]=[CH:29][C:24]([O:23][C@@:17]2(/[C:40](/[C:39]([OH:46])=[O:45])=[CH:41]\[C:42]([OH:44])=[O:43])[C:16]([O:15][CH2:14][CH:10]3[CH2:11][CH2:12][CH2:13][NH:8][CH2:9]3)=[CH:21][CH:20]=[C:19]([CH3:22])[NH:18]2)=[C:25]([F:31])[CH:26]=1, predict the reactants needed to synthesize it. The reactants are: C(OC([N:8]1[CH2:13][CH2:12][CH2:11][C@H:10]([CH2:14][O:15][C:16]2[C:17]([O:23][C:24]3[CH:29]=[CH:28][C:27]([Cl:30])=[CH:26][C:25]=3[F:31])=[N:18][C:19]([CH3:22])=[CH:20][CH:21]=2)[CH2:9]1)=O)(C)(C)C.FC(F)(F)C(O)=O.[C:39]([OH:46])(=[O:45])/[CH:40]=[CH:41]/[C:42]([OH:44])=[O:43].